Dataset: Catalyst prediction with 721,799 reactions and 888 catalyst types from USPTO. Task: Predict which catalyst facilitates the given reaction. (1) Reactant: [CH3:1][O:2][C:3]1[C:4]([OH:20])=[C:5]([C:9]2[N:13]([C:14]3[CH:19]=[CH:18][CH:17]=[CH:16][CH:15]=3)[N:12]=[CH:11][CH:10]=2)[N:6]=[N:7][CH:8]=1.[H-].[Na+].[F:23][C:24]([F:34])([F:33])[C:25]1[CH:32]=[CH:31][CH:30]=[CH:29][C:26]=1[CH2:27]Br.O. Product: [CH3:1][O:2][C:3]1[C:4](=[O:20])[C:5]([C:9]2[N:13]([C:14]3[CH:19]=[CH:18][CH:17]=[CH:16][CH:15]=3)[N:12]=[CH:11][CH:10]=2)=[N:6][N:7]([CH2:27][C:26]2[CH:29]=[CH:30][CH:31]=[CH:32][C:25]=2[C:24]([F:23])([F:33])[F:34])[CH:8]=1. The catalyst class is: 589. (2) Reactant: [N:1]1[C:10]2[C:5](=[C:6]([NH2:11])[CH:7]=[CH:8][CH:9]=2)[N:4]=[CH:3][CH:2]=1.[N+:12]([C:15]1[CH:20]=[CH:19][CH:18]=[CH:17][C:16]=1[S:21](Cl)(=[O:23])=[O:22])([O-:14])=[O:13].N1C=CC=CC=1. The catalyst class is: 2. Product: [N+:12]([C:15]1[CH:20]=[CH:19][CH:18]=[CH:17][C:16]=1[S:21]([NH:11][C:6]1[CH:7]=[CH:8][CH:9]=[C:10]2[C:5]=1[N:4]=[CH:3][CH:2]=[N:1]2)(=[O:23])=[O:22])([O-:14])=[O:13]. (3) Reactant: [CH3:1][O:2][C:3]1[CH:4]=[C:5]([CH:8]=[C:9]([O:11][CH3:12])[CH:10]=1)[CH:6]=O.[C:13]1(P(C2C=CC=CC=2)C2C=CC=CC=2)[CH:18]=CC=C[CH:14]=1.C1(C)C=CC=CC=1.C([O-])(=[O:41])C. Product: [CH3:1][O:2][C:3]1[CH:4]=[C:5]([CH:6]=[CH:14][C:13](=[O:41])[CH3:18])[CH:8]=[C:9]([O:11][CH3:12])[CH:10]=1. The catalyst class is: 13. (4) Product: [CH3:1][O:2][C:3]1[CH:12]=[CH:11][CH:10]=[C:9]2[C:4]=1[CH2:5][C@@H:6]([NH:13][CH3:14])[CH2:7][O:8]2. Reactant: [CH3:1][O:2][C:3]1[CH:12]=[CH:11][CH:10]=[C:9]2[C:4]=1[CH2:5][C@@H:6]([NH:13][C:14](=O)OCC)[CH2:7][O:8]2.[H-].[Al+3].[Li+].[H-].[H-].[H-].[H][H].[OH-].[Na+]. The catalyst class is: 30. (5) Reactant: [NH2:1][C:2]1[CH:10]=[CH:9][C:8]([I:11])=[CH:7][C:3]=1[C:4](O)=[O:5].C(O)(=O)C.[O:16]([C:18]#[N:19])[K].[OH-].[Na+]. Product: [I:11][C:8]1[CH:7]=[C:3]2[C:2](=[CH:10][CH:9]=1)[NH:1][C:18](=[O:16])[NH:19][C:4]2=[O:5]. The catalyst class is: 6. (6) Reactant: [NH:1]1[CH:5]=[CH:4][N:3]=[C:2]1[CH:6]=[O:7].I[CH2:9][CH2:10][CH3:11].C(=O)([O-])[O-].[K+].[K+]. Product: [CH2:9]([N:1]1[CH:5]=[CH:4][N:3]=[C:2]1[CH:6]=[O:7])[CH2:10][CH3:11]. The catalyst class is: 3. (7) Reactant: O.O.O.O.O.O.[Cl-:7].[Mg+2:8].[Cl-].[CH2:10]1[CH2:14][N:13]([C:15]([CH2:17][NH:18][C:19]23[CH2:28][C:26]4([OH:29])[CH2:27][CH:21]([CH2:22][CH:23]([CH2:25]4)[CH2:24]2)[CH2:20]3)=[O:16])[C@H:12]([C:30]#[N:31])[CH2:11]1. Product: [CH2:10]1[CH2:14][N:13]([C:15]([CH2:17][NH:18][C:19]23[CH2:28][C:26]4([OH:29])[CH2:25][CH:23]([CH2:22][CH:21]([CH2:27]4)[CH2:20]2)[CH2:24]3)=[O:16])[C@H:12]([C:30]#[N:31])[CH2:11]1.[Cl-:7].[Mg+2:8].[Cl-:7]. The catalyst class is: 41. (8) Reactant: [CH3:1][O:2][C:3]1[CH:4]=[C:5]([CH:9]=[CH:10][CH:11]=1)[C:6](Cl)=[O:7].[C:12]([NH2:21])([C:15]1[CH:20]=[CH:19][CH:18]=[CH:17][CH:16]=1)([CH3:14])[CH3:13].C(N(CC)CC)C. Product: [CH3:1][O:2][C:3]1[CH:4]=[C:5]([CH:9]=[CH:10][CH:11]=1)[C:6]([NH:21][C:12]([CH3:14])([C:15]1[CH:20]=[CH:19][CH:18]=[CH:17][CH:16]=1)[CH3:13])=[O:7]. The catalyst class is: 154.